This data is from Forward reaction prediction with 1.9M reactions from USPTO patents (1976-2016). The task is: Predict the product of the given reaction. (1) The product is: [Si:8]([O:7][CH2:6][C:5]1[CH:15]=[CH:16][C:2]([CH:31]=[O:32])=[CH:3][CH:4]=1)([C:11]([CH3:14])([CH3:13])[CH3:12])([CH3:10])[CH3:9]. Given the reactants Br[C:2]1[CH:16]=[CH:15][C:5]([CH2:6][O:7][Si:8]([C:11]([CH3:14])([CH3:13])[CH3:12])([CH3:10])[CH3:9])=[CH:4][CH:3]=1.C([Li])CCC.CCCCCC.CN([CH:31]=[O:32])C, predict the reaction product. (2) Given the reactants [CH3:1][N:2]1[C:10]2[C:5](=[CH:6][CH:7]=[C:8]([S:11](OC3C(F)=C(F)C(F)=C(F)C=3F)(=[O:13])=[O:12])[CH:9]=2)[C:4]([C:26]2[CH:31]=[CH:30][C:29]([C:32]([F:35])([F:34])[F:33])=[CH:28][C:27]=2[C:36]2[N:40]([CH3:41])[N:39]=[CH:38][CH:37]=2)=[CH:3]1.[S:42]1[CH:46]=[CH:45][N:44]=[C:43]1[NH2:47].C1COCC1.C[Si]([N-][Si](C)(C)C)(C)C.[Li+], predict the reaction product. The product is: [CH3:1][N:2]1[C:10]2[C:5](=[CH:6][CH:7]=[C:8]([S:11]([NH:47][C:43]3[S:42][CH:46]=[CH:45][N:44]=3)(=[O:12])=[O:13])[CH:9]=2)[C:4]([C:26]2[CH:31]=[CH:30][C:29]([C:32]([F:35])([F:34])[F:33])=[CH:28][C:27]=2[C:36]2[N:40]([CH3:41])[N:39]=[CH:38][CH:37]=2)=[CH:3]1. (3) Given the reactants [CH2:1]([NH2:4])[CH:2]=[CH2:3].[CH3:5][C:6]([O:9][C:10](O[C:10]([O:9][C:6]([CH3:8])([CH3:7])[CH3:5])=[O:11])=[O:11])([CH3:8])[CH3:7], predict the reaction product. The product is: [CH2:1]([NH:4][C:10](=[O:11])[O:9][C:6]([CH3:8])([CH3:7])[CH3:5])[CH:2]=[CH2:3]. (4) Given the reactants C([N:3]([C:8]([N:10]1[CH2:15][CH2:14][N:13]2[C:16](=[O:31])[O:17][C:18]([C:25]3[CH:30]=[CH:29][CH:28]=[CH:27][CH:26]=3)([C:19]3[CH:24]=[CH:23][CH:22]=[CH:21][CH:20]=3)[CH:12]2[CH2:11]1)=[O:9])[CH2:4][C:5]([OH:7])=[O:6])C.[OH-].[Na+], predict the reaction product. The product is: [O:31]=[C:16]1[N:13]2[CH2:14][CH2:15][N:10]([C:8]([NH:3][CH2:4][C:5]([OH:7])=[O:6])=[O:9])[CH2:11][CH:12]2[C:18]([C:25]2[CH:30]=[CH:29][CH:28]=[CH:27][CH:26]=2)([C:19]2[CH:24]=[CH:23][CH:22]=[CH:21][CH:20]=2)[O:17]1.